From a dataset of Forward reaction prediction with 1.9M reactions from USPTO patents (1976-2016). Predict the product of the given reaction. (1) Given the reactants [N:1]1[CH:6]=[CH:5][CH:4]=[C:3](OS(C2C=CC(C)=CC=2)(=O)=O)[CH:2]=1.[C:18]([C:20]1[CH:25]=[CH:24][C:23]([C:26]([F:29])([F:28])[F:27])=[CH:22][CH:21]=1)#[CH:19], predict the reaction product. The product is: [F:29][C:26]([F:27])([F:28])[C:23]1[CH:24]=[CH:25][C:20]([C:18]#[C:19][C:3]2[CH:2]=[N:1][CH:6]=[CH:5][CH:4]=2)=[CH:21][CH:22]=1. (2) Given the reactants Br[C:2]1[O:3][C:4]2[C:24]([O:25]C(=O)C)=[C:23]([O:29][CH3:30])[CH:22]=[CH:21][C:5]=2[C:6]=1[C:7](=[O:20])[C:8]1[CH:13]=[C:12]([O:14][CH3:15])[C:11]([O:16][CH3:17])=[C:10]([O:18][CH3:19])[CH:9]=1.[CH3:31][S-:32].[Na+], predict the reaction product. The product is: [OH:25][C:24]1[C:4]2[O:3][C:2]([S:32][CH3:31])=[C:6]([C:7](=[O:20])[C:8]3[CH:13]=[C:12]([O:14][CH3:15])[C:11]([O:16][CH3:17])=[C:10]([O:18][CH3:19])[CH:9]=3)[C:5]=2[CH:21]=[CH:22][C:23]=1[O:29][CH3:30]. (3) Given the reactants [H-].[Na+].[CH2:3](Br)[CH3:4].[Cl:6][C:7]1[CH:8]=[C:9]([C:13]#[C:14][C:15]([N:17](C)[CH2:18][CH2:19][C:20]2[CH:25]=[CH:24][CH:23]=[CH:22][CH:21]=2)=[O:16])[CH:10]=[CH:11][CH:12]=1, predict the reaction product. The product is: [Cl:6][C:7]1[CH:8]=[C:9]([C:13]#[C:14][C:15]([N:17]([CH2:3][CH3:4])[CH2:18][CH2:19][C:20]2[CH:21]=[CH:22][CH:23]=[CH:24][CH:25]=2)=[O:16])[CH:10]=[CH:11][CH:12]=1. (4) The product is: [CH3:33][O:32][CH2:31][CH2:30][O:29][C:25]1[CH:24]=[C:23]([CH:28]=[CH:27][CH:26]=1)[O:22][C:19]1[CH:20]=[CH:21][C:16]([NH:15][C:13]2[C:14]3[N:6]([CH2:5][CH2:4][NH:3][C:40](=[O:41])[CH2:39][S:36]([CH3:35])(=[O:38])=[O:37])[CH:7]=[CH:8][C:9]=3[N:10]=[CH:11][N:12]=2)=[CH:17][C:18]=1[CH3:34]. Given the reactants Cl.Cl.[NH2:3][CH2:4][CH2:5][N:6]1[C:14]2[C:13]([NH:15][C:16]3[CH:21]=[CH:20][C:19]([O:22][C:23]4[CH:28]=[CH:27][CH:26]=[C:25]([O:29][CH2:30][CH2:31][O:32][CH3:33])[CH:24]=4)=[C:18]([CH3:34])[CH:17]=3)=[N:12][CH:11]=[N:10][C:9]=2[CH:8]=[CH:7]1.[CH3:35][S:36]([CH2:39][C:40](O)=[O:41])(=[O:38])=[O:37].ON1C2C=CC=CC=2N=N1.Cl.C(N=C=NCCCN(C)C)C, predict the reaction product. (5) Given the reactants [Br:1][CH2:2][CH2:3][CH2:4]Br.[C:6]1(=[O:16])[NH:10][C:9](=[O:11])[C:8]2=[CH:12][CH:13]=[CH:14][CH:15]=[C:7]12.[K], predict the reaction product. The product is: [Br:1][CH2:2][CH2:3][CH2:4][N:10]1[C:6](=[O:16])[C:7]2[C:8](=[CH:12][CH:13]=[CH:14][CH:15]=2)[C:9]1=[O:11]. (6) Given the reactants C(OC(=O)[NH:7][C:8]1[CH:13]=[CH:12][CH:11]=[C:10]([O:14][C:15]2[CH:16]=[CH:17][C:18]3[N:19]([N:21]=[C:22]([NH:24][C:25]([CH:27]4[CH2:29][CH2:28]4)=[O:26])[N:23]=3)[CH:20]=2)[CH:9]=1)(C)(C)C.COC1C=CC=CC=1.FC(F)(F)C(O)=O, predict the reaction product. The product is: [NH2:7][C:8]1[CH:9]=[C:10]([CH:11]=[CH:12][CH:13]=1)[O:14][C:15]1[CH:16]=[CH:17][C:18]2[N:19]([N:21]=[C:22]([NH:24][C:25]([CH:27]3[CH2:29][CH2:28]3)=[O:26])[N:23]=2)[CH:20]=1. (7) Given the reactants [I:1][C:2]1[CH:7]=[CH:6][N:5]=[C:4]([C:8]([CH3:13])([CH3:12])[C:9]([OH:11])=O)[CH:3]=1.F[B-](F)(F)F.N1(OC(=[N+](C)C)N(C)C)C2C=CC=CC=2N=N1.C(N(C(C)C)CC)(C)C.[N:45]1([C:51]([O:53][C:54]([CH3:57])([CH3:56])[CH3:55])=[O:52])[CH2:50][CH2:49][NH:48][CH2:47][CH2:46]1, predict the reaction product. The product is: [I:1][C:2]1[CH:7]=[CH:6][N:5]=[C:4]([C:8]([CH3:13])([CH3:12])[C:9]([N:48]2[CH2:47][CH2:46][N:45]([C:51]([O:53][C:54]([CH3:57])([CH3:56])[CH3:55])=[O:52])[CH2:50][CH2:49]2)=[O:11])[CH:3]=1. (8) Given the reactants [Cl:1][C:2]1[CH:7]=[CH:6][C:5]([CH:8]([NH:25][C:26]2[CH:27]=[C:28]([CH3:36])[C:29]3[N:33]=[N:32][N:31]([CH3:34])[C:30]=3[CH:35]=2)[C:9]2[N:13]([CH:14]([CH3:16])[CH3:15])[C:12]([CH:17]3[CH2:21][CH2:20][O:19][CH2:18]3)=[N:11][C:10]=2[C:22](O)=[O:23])=[CH:4][CH:3]=1, predict the reaction product. The product is: [Cl:1][C:2]1[CH:7]=[CH:6][C:5]([CH:8]2[C:9]3[N:13]([CH:14]([CH3:16])[CH3:15])[C:12]([CH:17]4[CH2:21][CH2:20][O:19][CH2:18]4)=[N:11][C:10]=3[C:22](=[O:23])[N:25]2[C:26]2[CH:27]=[C:28]([CH3:36])[C:29]3[N:33]=[N:32][N:31]([CH3:34])[C:30]=3[CH:35]=2)=[CH:4][CH:3]=1. (9) Given the reactants [CH2:1]([O:8][C:9]1[CH:10]=[C:11]2[C:15](=[CH:16][CH:17]=1)[NH:14][CH:13]=[CH:12]2)[C:2]1[CH:7]=[CH:6][CH:5]=[CH:4][CH:3]=1.[Br:18][C:19]1[CH:24]=[CH:23][C:22](F)=[CH:21][CH:20]=1, predict the reaction product. The product is: [CH2:1]([O:8][C:9]1[CH:10]=[C:11]2[C:15](=[CH:16][CH:17]=1)[N:14]([C:22]1[CH:23]=[CH:24][C:19]([Br:18])=[CH:20][CH:21]=1)[CH:13]=[CH:12]2)[C:2]1[CH:3]=[CH:4][CH:5]=[CH:6][CH:7]=1.